Dataset: CYP2D6 inhibition data for predicting drug metabolism from PubChem BioAssay. Task: Regression/Classification. Given a drug SMILES string, predict its absorption, distribution, metabolism, or excretion properties. Task type varies by dataset: regression for continuous measurements (e.g., permeability, clearance, half-life) or binary classification for categorical outcomes (e.g., BBB penetration, CYP inhibition). Dataset: cyp2d6_veith. (1) The molecule is CC(=O)c1c(C(C)=O)c(C)n(NC(=O)c2ccncc2)c1C. The result is 0 (non-inhibitor). (2) The drug is O=C(Nc1cccc(F)c1)N1CC[C@@]2(CCCN(C(=O)c3cnccn3)C2)C1. The result is 0 (non-inhibitor). (3) The molecule is N[C@H](C(=O)O)[C@H](O)C(=O)O. The result is 0 (non-inhibitor). (4) The drug is Br.COCCCN1Cc2ccccc2C1=N. The result is 1 (inhibitor). (5) The molecule is O=C(O)CNc1ccc(C(=O)O)cc1. The result is 0 (non-inhibitor). (6) The drug is O=CNc1ncn[nH]1. The result is 0 (non-inhibitor). (7) The compound is O=C(NCc1ccccc1Cl)c1cnccn1. The result is 0 (non-inhibitor). (8) The drug is Cc1nn(Cc2ccc(Cl)cc2)c(C)c1NC(=O)CSc1nc2c(c(C(F)(F)F)n1)CCc1ccccc1-2. The result is 0 (non-inhibitor). (9) The drug is CO[C@H]1COC(=O)C/C=C\[C@@H](C)COC(=O)[C@@H](C)NC(=O)C/C=C\[C@@H]1C. The result is 0 (non-inhibitor).